This data is from NCI-60 drug combinations with 297,098 pairs across 59 cell lines. The task is: Regression. Given two drug SMILES strings and cell line genomic features, predict the synergy score measuring deviation from expected non-interaction effect. (1) Synergy scores: CSS=-4.43, Synergy_ZIP=6.08, Synergy_Bliss=-1.58, Synergy_Loewe=-5.35, Synergy_HSA=-3.96. Cell line: SN12C. Drug 2: C1CNP(=O)(OC1)N(CCCl)CCCl. Drug 1: CC12CCC(CC1=CCC3C2CCC4(C3CC=C4C5=CN=CC=C5)C)O. (2) Drug 1: C1=CC=C(C(=C1)C(C2=CC=C(C=C2)Cl)C(Cl)Cl)Cl. Drug 2: CN1C2=C(C=C(C=C2)N(CCCl)CCCl)N=C1CCCC(=O)O.Cl. Cell line: SK-MEL-28. Synergy scores: CSS=2.70, Synergy_ZIP=0.978, Synergy_Bliss=5.08, Synergy_Loewe=3.13, Synergy_HSA=2.80. (3) Drug 2: C1CN(P(=O)(OC1)NCCCl)CCCl. Drug 1: CN(C)N=NC1=C(NC=N1)C(=O)N. Cell line: K-562. Synergy scores: CSS=5.48, Synergy_ZIP=-1.67, Synergy_Bliss=3.48, Synergy_Loewe=-3.79, Synergy_HSA=1.23.